Predict the reaction yield, written as a fraction of the theoretical maximum amount of product (1.0 means a 100% yield; for example, 0.34 means a 34% yield). From a dataset of Reaction yield outcomes from USPTO patents with 853,638 reactions. (1) The reactants are [N:1]1[CH:6]=[CH:5][CH:4]=[CH:3][C:2]=1[CH2:7][N:8]1[C:16]2[C:11](=[CH:12][C:13]([NH:17][C:18]3[C:27]4[C:22](=[CH:23][CH:24]=[CH:25][C:26]=4[O:28][C@@H:29]([CH3:33])[C:30]([OH:32])=O)[N:21]=[CH:20][N:19]=3)=[CH:14][CH:15]=2)[CH:10]=[N:9]1.[NH:34]1[CH2:39][CH2:38][O:37][CH2:36][CH2:35]1. No catalyst specified. The product is [CH3:33][C@H:29]([O:28][C:26]1[CH:25]=[CH:24][CH:23]=[C:22]2[C:27]=1[C:18]([NH:17][C:13]1[CH:12]=[C:11]3[C:16](=[CH:15][CH:14]=1)[N:8]([CH2:7][C:2]1[CH:3]=[CH:4][CH:5]=[CH:6][N:1]=1)[N:9]=[CH:10]3)=[N:19][CH:20]=[N:21]2)[C:30]([N:34]1[CH2:39][CH2:38][O:37][CH2:36][CH2:35]1)=[O:32]. The yield is 0.340. (2) The reactants are [CH2:1]([N:8]([CH2:12][C:13]1[C:18](Cl)=[N:17][C:16]([Cl:20])=[CH:15][N:14]=1)[CH2:9][CH2:10][OH:11])[C:2]1[CH:7]=[CH:6][CH:5]=[CH:4][CH:3]=1.CC(C)([O-])C.[K+].O. The catalyst is C1COCC1. The product is [CH2:1]([N:8]1[CH2:12][C:13]2[N:14]=[CH:15][C:16]([Cl:20])=[N:17][C:18]=2[O:11][CH2:10][CH2:9]1)[C:2]1[CH:7]=[CH:6][CH:5]=[CH:4][CH:3]=1. The yield is 0.860.